Dataset: NCI-60 drug combinations with 297,098 pairs across 59 cell lines. Task: Regression. Given two drug SMILES strings and cell line genomic features, predict the synergy score measuring deviation from expected non-interaction effect. (1) Drug 1: C1=CC(=C2C(=C1NCCNCCO)C(=O)C3=C(C=CC(=C3C2=O)O)O)NCCNCCO. Drug 2: C1CC(C1)(C(=O)O)C(=O)O.[NH2-].[NH2-].[Pt+2]. Cell line: NCI/ADR-RES. Synergy scores: CSS=8.39, Synergy_ZIP=-6.26, Synergy_Bliss=-5.77, Synergy_Loewe=-6.30, Synergy_HSA=-4.62. (2) Drug 1: CC1=C2C(C(=O)C3(C(CC4C(C3C(C(C2(C)C)(CC1OC(=O)C(C(C5=CC=CC=C5)NC(=O)OC(C)(C)C)O)O)OC(=O)C6=CC=CC=C6)(CO4)OC(=O)C)OC)C)OC. Drug 2: CCC1(CC2CC(C3=C(CCN(C2)C1)C4=CC=CC=C4N3)(C5=C(C=C6C(=C5)C78CCN9C7C(C=CC9)(C(C(C8N6C=O)(C(=O)OC)O)OC(=O)C)CC)OC)C(=O)OC)O.OS(=O)(=O)O. Cell line: SK-OV-3. Synergy scores: CSS=54.6, Synergy_ZIP=7.29, Synergy_Bliss=7.57, Synergy_Loewe=-1.30, Synergy_HSA=8.57. (3) Drug 1: CCC1=CC2CC(C3=C(CN(C2)C1)C4=CC=CC=C4N3)(C5=C(C=C6C(=C5)C78CCN9C7C(C=CC9)(C(C(C8N6C)(C(=O)OC)O)OC(=O)C)CC)OC)C(=O)OC.C(C(C(=O)O)O)(C(=O)O)O. Drug 2: CC12CCC3C(C1CCC2OP(=O)(O)O)CCC4=C3C=CC(=C4)OC(=O)N(CCCl)CCCl.[Na+]. Cell line: NCIH23. Synergy scores: CSS=32.0, Synergy_ZIP=5.10, Synergy_Bliss=6.09, Synergy_Loewe=-34.5, Synergy_HSA=7.26. (4) Drug 1: CS(=O)(=O)C1=CC(=C(C=C1)C(=O)NC2=CC(=C(C=C2)Cl)C3=CC=CC=N3)Cl. Drug 2: CC1C(C(CC(O1)OC2CC(OC(C2O)C)OC3=CC4=CC5=C(C(=O)C(C(C5)C(C(=O)C(C(C)O)O)OC)OC6CC(C(C(O6)C)O)OC7CC(C(C(O7)C)O)OC8CC(C(C(O8)C)O)(C)O)C(=C4C(=C3C)O)O)O)O. Cell line: NCI-H226. Synergy scores: CSS=26.1, Synergy_ZIP=7.90, Synergy_Bliss=9.95, Synergy_Loewe=10.1, Synergy_HSA=9.63. (5) Synergy scores: CSS=51.9, Synergy_ZIP=5.06, Synergy_Bliss=1.54, Synergy_Loewe=-7.85, Synergy_HSA=-3.59. Drug 1: CC1=C(C=C(C=C1)NC2=NC=CC(=N2)N(C)C3=CC4=NN(C(=C4C=C3)C)C)S(=O)(=O)N.Cl. Drug 2: C1=CC(=CC=C1CCCC(=O)O)N(CCCl)CCCl. Cell line: RPMI-8226. (6) Drug 2: COCCOC1=C(C=C2C(=C1)C(=NC=N2)NC3=CC=CC(=C3)C#C)OCCOC.Cl. Drug 1: CN(C)C1=NC(=NC(=N1)N(C)C)N(C)C. Synergy scores: CSS=2.38, Synergy_ZIP=-1.92, Synergy_Bliss=-3.12, Synergy_Loewe=-13.1, Synergy_HSA=-5.09. Cell line: EKVX. (7) Drug 1: C1CC(=O)NC(=O)C1N2CC3=C(C2=O)C=CC=C3N. Drug 2: CN(CC1=CN=C2C(=N1)C(=NC(=N2)N)N)C3=CC=C(C=C3)C(=O)NC(CCC(=O)O)C(=O)O. Cell line: NCIH23. Synergy scores: CSS=13.2, Synergy_ZIP=-7.20, Synergy_Bliss=-0.761, Synergy_Loewe=-7.46, Synergy_HSA=0.164. (8) Drug 1: CN(C)C1=NC(=NC(=N1)N(C)C)N(C)C. Drug 2: CCN(CC)CCNC(=O)C1=C(NC(=C1C)C=C2C3=C(C=CC(=C3)F)NC2=O)C. Cell line: SK-MEL-5. Synergy scores: CSS=-1.40, Synergy_ZIP=6.29, Synergy_Bliss=8.71, Synergy_Loewe=-0.922, Synergy_HSA=0.166. (9) Drug 1: CNC(=O)C1=CC=CC=C1SC2=CC3=C(C=C2)C(=NN3)C=CC4=CC=CC=N4. Drug 2: CCC1=C2CN3C(=CC4=C(C3=O)COC(=O)C4(CC)O)C2=NC5=C1C=C(C=C5)O. Cell line: SK-MEL-28. Synergy scores: CSS=5.24, Synergy_ZIP=-4.34, Synergy_Bliss=4.71, Synergy_Loewe=-3.63, Synergy_HSA=0.923.